The task is: Predict the product of the given reaction.. This data is from Forward reaction prediction with 1.9M reactions from USPTO patents (1976-2016). Given the reactants [Cl:1][C:2]1[C:3]([N:8]2[CH2:13][CH2:12][NH:11][CH2:10][CH2:9]2)=[N:4][CH:5]=[CH:6][CH:7]=1.C(N(C(C)C)CC)(C)C.[C:23]([C:27]1[CH:32]=[CH:31][C:30]([S:33](Cl)(=[O:35])=[O:34])=[CH:29][CH:28]=1)([CH3:26])([CH3:25])[CH3:24], predict the reaction product. The product is: [C:23]([C:27]1[CH:32]=[CH:31][C:30]([S:33]([N:11]2[CH2:10][CH2:9][N:8]([C:3]3[C:2]([Cl:1])=[CH:7][CH:6]=[CH:5][N:4]=3)[CH2:13][CH2:12]2)(=[O:35])=[O:34])=[CH:29][CH:28]=1)([CH3:26])([CH3:24])[CH3:25].